From a dataset of NCI-60 drug combinations with 297,098 pairs across 59 cell lines. Regression. Given two drug SMILES strings and cell line genomic features, predict the synergy score measuring deviation from expected non-interaction effect. (1) Drug 1: CNC(=O)C1=CC=CC=C1SC2=CC3=C(C=C2)C(=NN3)C=CC4=CC=CC=N4. Drug 2: CCC1(CC2CC(C3=C(CCN(C2)C1)C4=CC=CC=C4N3)(C5=C(C=C6C(=C5)C78CCN9C7C(C=CC9)(C(C(C8N6C)(C(=O)OC)O)OC(=O)C)CC)OC)C(=O)OC)O.OS(=O)(=O)O. Cell line: MOLT-4. Synergy scores: CSS=41.1, Synergy_ZIP=3.36, Synergy_Bliss=5.49, Synergy_Loewe=-7.62, Synergy_HSA=4.74. (2) Cell line: RXF 393. Synergy scores: CSS=-3.37, Synergy_ZIP=1.28, Synergy_Bliss=0.195, Synergy_Loewe=-3.43, Synergy_HSA=-3.22. Drug 2: C(CCl)NC(=O)N(CCCl)N=O. Drug 1: C1=CN(C(=O)N=C1N)C2C(C(C(O2)CO)O)O.Cl. (3) Drug 1: C1=NC2=C(N=C(N=C2N1C3C(C(C(O3)CO)O)O)F)N. Drug 2: C1=CC=C(C(=C1)C(C2=CC=C(C=C2)Cl)C(Cl)Cl)Cl. Cell line: RPMI-8226. Synergy scores: CSS=0.316, Synergy_ZIP=-0.523, Synergy_Bliss=-1.04, Synergy_Loewe=1.86, Synergy_HSA=-2.13. (4) Drug 1: CCN(CC)CCNC(=O)C1=C(NC(=C1C)C=C2C3=C(C=CC(=C3)F)NC2=O)C. Drug 2: C#CCC(CC1=CN=C2C(=N1)C(=NC(=N2)N)N)C3=CC=C(C=C3)C(=O)NC(CCC(=O)O)C(=O)O. Cell line: NCI-H522. Synergy scores: CSS=69.0, Synergy_ZIP=3.08, Synergy_Bliss=1.39, Synergy_Loewe=-8.38, Synergy_HSA=1.07. (5) Drug 1: C1CN1P(=S)(N2CC2)N3CC3. Drug 2: C1CN1C2=NC(=NC(=N2)N3CC3)N4CC4. Cell line: SF-268. Synergy scores: CSS=25.7, Synergy_ZIP=-12.6, Synergy_Bliss=-3.61, Synergy_Loewe=-2.26, Synergy_HSA=-0.537.